From a dataset of Forward reaction prediction with 1.9M reactions from USPTO patents (1976-2016). Predict the product of the given reaction. (1) Given the reactants [Si:1]([O:8][CH2:9][C@@H:10]([N:13]([CH2:21][C:22](N(OC)C)=[O:23])[C:14](=[O:20])[O:15][C:16]([CH3:19])([CH3:18])[CH3:17])[CH:11]=[CH2:12])([C:4]([CH3:7])([CH3:6])[CH3:5])([CH3:3])[CH3:2].[CH2:28]=[C:29]([Mg]Br)[CH3:30], predict the reaction product. The product is: [Si:1]([O:8][CH2:9][C@@H:10]([N:13]([CH2:21][C:22](=[O:23])[C:29]([CH3:30])=[CH2:28])[C:14](=[O:20])[O:15][C:16]([CH3:18])([CH3:19])[CH3:17])[CH:11]=[CH2:12])([C:4]([CH3:7])([CH3:6])[CH3:5])([CH3:3])[CH3:2]. (2) The product is: [CH3:19][C:20]1[CH:25]=[CH:24][C:23]([S:26]([O:1][CH:2]2[CH2:5][N:4]([C:6]([C:8]3[O:9][C:10]([C:13]4[CH:14]=[CH:15][CH:16]=[CH:17][CH:18]=4)=[N:11][N:12]=3)=[O:7])[CH2:3]2)(=[O:28])=[O:27])=[CH:22][CH:21]=1. Given the reactants [OH:1][CH:2]1[CH2:5][N:4]([C:6]([C:8]2[O:9][C:10]([C:13]3[CH:18]=[CH:17][CH:16]=[CH:15][CH:14]=3)=[N:11][N:12]=2)=[O:7])[CH2:3]1.[CH3:19][C:20]1[CH:25]=[CH:24][C:23]([S:26](Cl)(=[O:28])=[O:27])=[CH:22][CH:21]=1, predict the reaction product. (3) Given the reactants [F:1][C:2]1[CH:9]=[C:8]([OH:10])[CH:7]=[CH:6][C:3]=1[CH:4]=[O:5].[CH2:11](Br)[C:12]1[CH:17]=[CH:16][CH:15]=[CH:14][CH:13]=1.C(=O)([O-])[O-].[K+].[K+], predict the reaction product. The product is: [CH2:11]([O:10][C:8]1[CH:7]=[CH:6][C:3]([CH:4]=[O:5])=[C:2]([F:1])[CH:9]=1)[C:12]1[CH:17]=[CH:16][CH:15]=[CH:14][CH:13]=1. (4) Given the reactants [CH:1]1([CH2:7][CH2:8][CH2:9][C@@H:10]([C:15]2[O:19][N:18]=[C:17]([CH3:20])[N:16]=2)[CH2:11][C:12](O)=[O:13])[CH2:6][CH2:5][CH2:4][CH2:3][CH2:2]1.C(N1C=CN=C1)(N1C=CN=C1)=O.Cl.[NH2:34][OH:35], predict the reaction product. The product is: [CH:1]1([CH2:7][CH2:8][CH2:9][C@@H:10]([C:15]2[O:19][N:18]=[C:17]([CH3:20])[N:16]=2)[CH2:11][C:12]([NH:34][OH:35])=[O:13])[CH2:6][CH2:5][CH2:4][CH2:3][CH2:2]1. (5) The product is: [O:26]=[C:9]1[NH:8][C:4]2[N:5]=[CH:6][N:7]=[CH:2][C:3]=2[C@@:10]21[CH2:25][C:13]1=[N:14][CH:15]=[C:16]([C:18]([O:20][CH2:36][CH2:37][CH2:32][CH3:33])=[O:19])[CH:17]=[C:12]1[CH2:11]2. Given the reactants Cl[C:2]1[C:3]2[C@:10]3([CH2:25][C:13]4=[N:14][CH:15]=[C:16]([C:18]([O:20]C(C)(C)C)=[O:19])[CH:17]=[C:12]4[CH2:11]3)[C:9](=[O:26])[NH:8][C:4]=2[N:5]=[CH:6][N:7]=1.C(N([CH2:32][CH3:33])CC)C.[H][H].[C:36](OCC)(=O)[CH3:37], predict the reaction product.